Dataset: Full USPTO retrosynthesis dataset with 1.9M reactions from patents (1976-2016). Task: Predict the reactants needed to synthesize the given product. (1) The reactants are: CC([O-])(C)C.[K+].[CH2:7]([O:9][C:10]1[CH:18]=[C:17]([CH2:19][C:20]2[C:21]([NH2:27])=[N:22][C:23]([NH2:26])=[N:24][CH:25]=2)[CH:16]=[C:15]2[C:11]=1[CH:12]=[CH:13][NH:14]2)[CH3:8].[CH3:28][N:29]([CH3:34])[S:30](Cl)(=[O:32])=[O:31]. Given the product [CH3:28][N:29]([CH3:34])[S:30]([N:14]1[C:15]2[C:11](=[C:10]([O:9][CH2:7][CH3:8])[CH:18]=[C:17]([CH2:19][C:20]3[C:21]([NH2:27])=[N:22][C:23]([NH2:26])=[N:24][CH:25]=3)[CH:16]=2)[CH:12]=[CH:13]1)(=[O:32])=[O:31], predict the reactants needed to synthesize it. (2) Given the product [CH2:1]([N:5]1[C:13]([CH2:14][C:15]2[CH:16]=[C:17]([O:21][CH3:22])[CH:18]=[CH:19][C:20]=2[Cl:27])=[N:12][C:11]2[C:6]1=[N:7][CH:8]=[N:9][C:10]=2[NH2:23])[CH2:2][CH2:3][CH3:4], predict the reactants needed to synthesize it. The reactants are: [CH2:1]([N:5]1[C:13]([CH2:14][C:15]2[CH:20]=[CH:19][CH:18]=[C:17]([O:21][CH3:22])[CH:16]=2)=[N:12][C:11]2[C:6]1=[N:7][CH:8]=[N:9][C:10]=2[NH2:23])[CH2:2][CH2:3][CH3:4].CO.C(Cl)[Cl:27]. (3) The reactants are: [CH3:1][O:2][C:3]([C:5]1[N:6]=[CH:7][N:8]([C:10]2[CH:15]=[C:14]([C:16]([O:18][CH3:19])=[O:17])[C:13]([N+:20]([O-])=O)=[CH:12][C:11]=2[C:23]([F:26])([F:25])[F:24])[CH:9]=1)=[O:4]. Given the product [CH3:1][O:2][C:3]([C:5]1[N:6]=[CH:7][N:8]([C:10]2[CH:15]=[C:14]([C:16]([O:18][CH3:19])=[O:17])[C:13]([NH2:20])=[CH:12][C:11]=2[C:23]([F:25])([F:26])[F:24])[CH:9]=1)=[O:4], predict the reactants needed to synthesize it. (4) The reactants are: CO[C:3](=[O:18])[C:4]1[CH:9]=[CH:8][C:7]([C:10]2([C:16]#[N:17])[CH2:15][CH2:14][O:13][CH2:12][CH2:11]2)=[CH:6][CH:5]=1.C([Si](C)(C)C)#C.C(OC(=O)[NH:31][C:32]1[CH:37]=[CH:36][C:35]([C:38]2[S:39][CH:40]=[CH:41][CH:42]=2)=[CH:34][C:33]=1[NH2:43])(C)(C)C.[C:45]1(C)[CH:50]=CC=[CH:47][CH:46]=1. Given the product [NH2:31][C:32]1[CH:37]=[CH:36][C:35]([C:38]2[S:39][CH:40]=[CH:41][CH:42]=2)=[CH:34][C:33]=1[NH:43][C:3](=[O:18])[C:4]1[CH:5]=[CH:6][C:7]([C:10]2([CH:16]3[CH2:47][CH:46]=[CH:45][CH:50]=[N:17]3)[CH2:11][CH2:12][O:13][CH2:14][CH2:15]2)=[CH:8][CH:9]=1, predict the reactants needed to synthesize it. (5) Given the product [CH3:18][C:15]1[C:16]2[NH:17][C:24](=[S:25])[NH:1][C:2]=2[CH:3]=[C:4]([O:5][CH2:6][CH2:7][CH2:8][C:9]([O:11][CH2:12][CH3:13])=[O:10])[CH:14]=1, predict the reactants needed to synthesize it. The reactants are: [NH2:1][C:2]1[CH:3]=[C:4]([CH:14]=[C:15]([CH3:18])[C:16]=1[NH2:17])[O:5][CH2:6][CH2:7][CH2:8][C:9]([O:11][CH2:12][CH3:13])=[O:10].N1([C:24](N2C=CN=C2)=[S:25])C=CN=C1.O. (6) Given the product [CH2:1]([O:3][C:4](=[O:25])[C:5]1[CH:10]=[CH:9][CH:8]=[C:7]([N:11]2[C:15]([CH3:16])=[CH:14][CH:13]=[C:12]2[C:17]2[CH:22]=[C:21]([Cl:23])[CH:20]=[CH:19][C:18]=2[O:24][CH2:29][C:28]2[CH:31]=[CH:32][C:33]([F:35])=[CH:34][C:27]=2[F:26])[CH:6]=1)[CH3:2], predict the reactants needed to synthesize it. The reactants are: [CH2:1]([O:3][C:4](=[O:25])[C:5]1[CH:10]=[CH:9][CH:8]=[C:7]([N:11]2[C:15]([CH3:16])=[CH:14][CH:13]=[C:12]2[C:17]2[CH:22]=[C:21]([Cl:23])[CH:20]=[CH:19][C:18]=2[OH:24])[CH:6]=1)[CH3:2].[F:26][C:27]1[CH:34]=[C:33]([F:35])[CH:32]=[CH:31][C:28]=1[CH2:29]Br.C(=O)([O-])[O-].[K+].[K+]. (7) Given the product [NH2:5][CH:9]1[CH2:14][CH2:13][N:12]([CH2:15][CH:16]2[C:26]3=[C:27]4[C:22](=[CH:23][CH:24]=[C:25]3[F:28])[CH:21]=[CH:20][C:19](=[O:29])[N:18]4[CH2:17]2)[CH2:11][CH2:10]1, predict the reactants needed to synthesize it. The reactants are: CC([N:5]([CH:9]1[CH2:14][CH2:13][N:12]([CH2:15][CH:16]2[C:26]3=[C:27]4[C:22](=[CH:23][CH:24]=[C:25]3[F:28])[CH:21]=[CH:20][C:19](=[O:29])[N:18]4[CH2:17]2)[CH2:11][CH2:10]1)C(=O)[O-])(C)C. (8) The reactants are: [Cl:1][C:2]1[NH:3]C2[C:9]([CH:10]=1)=[CH:8][CH:7]=CN=2.[H-].[Na+].CI.[CH3:15][N:16]([CH:18]=O)[CH3:17]. Given the product [Cl:1][C:2]1[N:3]=[C:15]2[N:16]([CH3:17])[CH:18]=[CH:7][C:8]2=[CH:9][CH:10]=1, predict the reactants needed to synthesize it.